This data is from Forward reaction prediction with 1.9M reactions from USPTO patents (1976-2016). The task is: Predict the product of the given reaction. Given the reactants [C:1]([O:4][C:5]1[C:10]([O:11][CH3:12])=[C:9]([N+:13]([O-:15])=[O:14])[CH:8]=[C:7]([CH:16]=[O:17])[C:6]=1[Cl:18])(=O)C.COS(OC)(=O)=O.[OH-].[K+], predict the reaction product. The product is: [Cl:18][C:6]1[C:5]([O:4][CH3:1])=[C:10]([O:11][CH3:12])[C:9]([N+:13]([O-:15])=[O:14])=[CH:8][C:7]=1[CH:16]=[O:17].